From a dataset of Peptide-MHC class I binding affinity with 185,985 pairs from IEDB/IMGT. Regression. Given a peptide amino acid sequence and an MHC pseudo amino acid sequence, predict their binding affinity value. This is MHC class I binding data. (1) The peptide sequence is FSKNILKYY. The MHC is HLA-A68:01 with pseudo-sequence HLA-A68:01. The binding affinity (normalized) is 0.204. (2) The peptide sequence is AVFDRKSDAK. The MHC is HLA-A02:01 with pseudo-sequence HLA-A02:01. The binding affinity (normalized) is 0. (3) The peptide sequence is RPRLWRSVI. The MHC is HLA-B38:01 with pseudo-sequence HLA-B38:01. The binding affinity (normalized) is 0.0847. (4) The MHC is HLA-A29:02 with pseudo-sequence HLA-A29:02. The peptide sequence is FPQGKAREF. The binding affinity (normalized) is 0. (5) The peptide sequence is PPPRKKRTVVL. The MHC is Mamu-A01 with pseudo-sequence Mamu-A01. The binding affinity (normalized) is 0. (6) The peptide sequence is LLQGVPFHV. The MHC is HLA-A31:01 with pseudo-sequence HLA-A31:01. The binding affinity (normalized) is 0.307.